Task: Predict the product of the given reaction.. Dataset: Forward reaction prediction with 1.9M reactions from USPTO patents (1976-2016) (1) Given the reactants [CH2:1]([O:3][C:4]1[CH:5]=[C:6]([CH:9]=[CH:10][CH:11]=1)[CH2:7]Cl)[CH3:2].[Mg].II.[CH2:15]([O:22][C:23]1[CH:36]=[CH:35][C:26]([CH:27]=[N:28][CH2:29][CH:30]([O:33][CH3:34])[O:31][CH3:32])=[CH:25][C:24]=1[O:37][CH3:38])[C:16]1[CH:21]=[CH:20][CH:19]=[CH:18][CH:17]=1.[Cl-].[NH4+], predict the reaction product. The product is: [CH2:15]([O:22][C:23]1[CH:36]=[CH:35][C:26]([CH:27]([NH:28][CH2:29][CH:30]([O:31][CH3:32])[O:33][CH3:34])[CH2:7][C:6]2[CH:9]=[CH:10][CH:11]=[C:4]([O:3][CH2:1][CH3:2])[CH:5]=2)=[CH:25][C:24]=1[O:37][CH3:38])[C:16]1[CH:17]=[CH:18][CH:19]=[CH:20][CH:21]=1. (2) Given the reactants [F:1][C:2]1[CH:7]=[CH:6][C:5]([C:8]2[C:13](/[CH:14]=[CH:15]/[C:16](OCC)=[O:17])=[C:12]([CH:21]([CH3:23])[CH3:22])[N:11]=[C:10]([N:24]([CH3:29])[S:25]([CH3:28])(=[O:27])=[O:26])[N:9]=2)=[CH:4][CH:3]=1.CC(C[AlH]CC(C)C)C.C(O)(=O)C.O, predict the reaction product. The product is: [F:1][C:2]1[CH:3]=[CH:4][C:5]([C:8]2[C:13]([CH2:14]/[CH:15]=[CH:16]/[OH:17])=[C:12]([CH:21]([CH3:23])[CH3:22])[N:11]=[C:10]([N:24]([CH3:29])[S:25]([CH3:28])(=[O:27])=[O:26])[N:9]=2)=[CH:6][CH:7]=1. (3) Given the reactants [C:1]([C:3]1[CH:4]=[C:5]([CH:9]=[CH:10][CH:11]=1)[C:6](O)=[O:7])#[CH:2].S(Cl)([Cl:14])=O, predict the reaction product. The product is: [C:1]([C:3]1[CH:4]=[C:5]([CH:9]=[CH:10][CH:11]=1)[C:6]([Cl:14])=[O:7])#[CH:2]. (4) Given the reactants [OH:1][C:2]1[CH:3]=[C:4]([CH:7]=[CH:8][C:9]=1[OH:10])[CH:5]=[O:6].C(=O)([O-])[O-].[K+].[K+].I[CH2:18][CH3:19], predict the reaction product. The product is: [CH2:18]([O:10][C:9]1[CH:8]=[CH:7][C:4]([CH:5]=[O:6])=[CH:3][C:2]=1[OH:1])[CH3:19]. (5) The product is: [ClH:23].[CH3:14][CH:12]1[N:11]2[C:15]([C:18]([F:20])([F:19])[F:21])=[N:16][N:17]=[C:10]2[CH:9]([CH3:22])[NH:8][CH2:13]1. Given the reactants C(OC([N:8]1[CH2:13][CH:12]([CH3:14])[N:11]2[C:15]([C:18]([F:21])([F:20])[F:19])=[N:16][N:17]=[C:10]2[CH:9]1[CH3:22])=O)(C)(C)C.[ClH:23], predict the reaction product. (6) Given the reactants [C:1]([C@@H:3]1[CH2:7][CH2:6][CH2:5][N:4]1[C:8]([C@@H:10]1[C@@H:15]2[CH2:16][CH2:17][C@@H:12]([CH2:13][C@H:14]2[OH:18])[N:11]1C(OC(C)(C)C)=O)=[O:9])#[N:2].[ClH:26], predict the reaction product. The product is: [ClH:26].[OH:18][C@@H:14]1[CH2:13][C@@H:12]2[CH2:17][CH2:16][C@H:15]1[C@@H:10]([C:8]([N:4]1[CH2:5][CH2:6][CH2:7][C@H:3]1[C:1]#[N:2])=[O:9])[NH:11]2. (7) Given the reactants C[O:2][C:3](=O)[C:4]1[CH:9]=[CH:8][CH:7]=[C:6]([N:10]([CH3:12])[CH3:11])[C:5]=1[Cl:13].[H-].[Al+3].[Li+].[H-].[H-].[H-], predict the reaction product. The product is: [Cl:13][C:5]1[C:6]([N:10]([CH3:11])[CH3:12])=[CH:7][CH:8]=[CH:9][C:4]=1[CH2:3][OH:2]. (8) Given the reactants [C:1]([O:5][C:6](=[O:32])[N:7]([CH:9]1[CH2:14][CH2:13][N:12]([S:15]([C:18]2[CH:23]=[CH:22][C:21]([NH:24][C:25]3[N:30]=[C:29](Cl)[CH:28]=[CH:27][N:26]=3)=[CH:20][CH:19]=2)(=[O:17])=[O:16])[CH2:11][CH2:10]1)[CH3:8])([CH3:4])([CH3:3])[CH3:2].[F:33][C:34]1[CH:39]=[CH:38][C:37](B(O)O)=[CH:36][CH:35]=1.[C:43]([O-])([O-])=O.[Na+].[Na+].C(Cl)Cl.CO, predict the reaction product. The product is: [C:1]([O:5][C:6]([N:7]([CH:9]1[CH2:14][CH2:13][N:12]([S:15]([C:18]2[CH:23]=[CH:22][C:21]([NH:24][C:25]3[N:30]=[C:29]([C:37]4[CH:38]=[CH:39][C:34]([F:33])=[CH:35][CH:36]=4)[CH:28]=[CH:27][N:26]=3)=[CH:20][CH:19]=2)(=[O:17])=[O:16])[CH2:11][CH2:10]1)[CH3:8])([OH:32])[CH3:43])([CH3:4])([CH3:3])[CH3:2]. (9) Given the reactants [F:1][C:2]1[CH:7]=[CH:6][C:5]([C:8]2[CH:12]=[C:11]([CH2:13][CH2:14][CH:15]=O)[O:10][N:9]=2)=[CH:4][CH:3]=1.[CH3:17][O:18][C:19]1[CH:24]=[CH:23][CH:22]=[CH:21][C:20]=1[N:25]1[CH2:30][CH2:29][NH:28][CH2:27][CH2:26]1.[BH-](OC(C)=O)(OC(C)=O)OC(C)=O.[Na+], predict the reaction product. The product is: [F:1][C:2]1[CH:3]=[CH:4][C:5]([C:8]2[CH:12]=[C:11]([CH2:13][CH2:14][CH2:15][N:28]3[CH2:27][CH2:26][N:25]([C:20]4[CH:21]=[CH:22][CH:23]=[CH:24][C:19]=4[O:18][CH3:17])[CH2:30][CH2:29]3)[O:10][N:9]=2)=[CH:6][CH:7]=1.